Task: Predict which catalyst facilitates the given reaction.. Dataset: Catalyst prediction with 721,799 reactions and 888 catalyst types from USPTO (1) Reactant: [NH2:1][C:2]1[CH:11]=[C:10](Cl)[C:9]2[C:4](=[CH:5][CH:6]=[CH:7][CH:8]=2)[N:3]=1.[CH3:13][NH:14][CH3:15]. Product: [CH3:13][N:14]([CH3:15])[C:10]1[C:9]2[C:4](=[CH:5][CH:6]=[CH:7][CH:8]=2)[N:3]=[C:2]([NH2:1])[CH:11]=1. The catalyst class is: 6. (2) Reactant: C(OC([N:8]1[CH2:35][CH2:34][CH:33]([CH:36]([CH3:38])[CH3:37])[C@H:9]1[C:10]([N:12]1[CH2:32][CH2:31][CH2:30][C@H:13]1[C:14]([NH:16][CH2:17][C:18]1[CH:23]=[C:22]([Cl:24])[CH:21]=[CH:20][C:19]=1[N:25]1[CH:29]=[N:28][CH:27]=[N:26]1)=[O:15])=[O:11])=O)(C)(C)C.Cl. Product: [CH:36]([CH:33]1[CH2:34][CH2:35][NH:8][C@@H:9]1[C:10]([N:12]1[CH2:32][CH2:31][CH2:30][C@H:13]1[C:14]([NH:16][CH2:17][C:18]1[CH:23]=[C:22]([Cl:24])[CH:21]=[CH:20][C:19]=1[N:25]1[CH:29]=[N:28][CH:27]=[N:26]1)=[O:15])=[O:11])([CH3:38])[CH3:37]. The catalyst class is: 12.